This data is from Forward reaction prediction with 1.9M reactions from USPTO patents (1976-2016). The task is: Predict the product of the given reaction. (1) Given the reactants [CH3:1][O:2][C:3]1[CH:4]=[C:5]2[C:10](=[CH:11][CH:12]=1)[C:9](=O)[CH:8]([C:14]([O:16][CH3:17])=[O:15])[CH2:7][CH2:6]2.Cl(O)(=O)(=O)=O, predict the reaction product. The product is: [CH3:1][O:2][C:3]1[CH:4]=[C:5]2[C:10](=[CH:11][CH:12]=1)[CH2:9][CH:8]([C:14]([O:16][CH3:17])=[O:15])[CH2:7][CH2:6]2. (2) Given the reactants C[Al](C)C.[CH:5]([NH2:8])([CH3:7])[CH3:6].C[O:10][C:11]([C:13]1[O:17][N:16]=[C:15]([O:18][CH2:19][C:20]2[C:21]([C:26]3[CH:31]=[CH:30][CH:29]=[CH:28][CH:27]=3)=[N:22][O:23][C:24]=2[CH3:25])[CH:14]=1)=O.[C@H](O)(C([O-])=O)[C@@H](O)C([O-])=O.[Na+].[K+], predict the reaction product. The product is: [CH:5]([NH:8][C:11]([C:13]1[O:17][N:16]=[C:15]([O:18][CH2:19][C:20]2[C:21]([C:26]3[CH:31]=[CH:30][CH:29]=[CH:28][CH:27]=3)=[N:22][O:23][C:24]=2[CH3:25])[CH:14]=1)=[O:10])([CH3:7])[CH3:6]. (3) Given the reactants [C:1]([O:5][C@@H:6]1[CH2:11][NH:10][C@H:9]([C:12]([N:14]2[CH2:19][CH2:18][N:17]([C:20]3[CH:25]=[CH:24][CH:23]=[CH:22][CH:21]=3)[CH2:16][CH2:15]2)=[O:13])[C@@H:8]([C:26]([O:28][CH3:29])=[O:27])[CH2:7]1)([CH3:4])([CH3:3])[CH3:2].C(Cl)Cl.Cl[C:34]([O:36][CH3:37])=[O:35], predict the reaction product. The product is: [C:1]([O:5][C@@H:6]1[CH2:11][N:10]([C:34]([O:36][CH3:37])=[O:35])[C@H:9]([C:12]([N:14]2[CH2:19][CH2:18][N:17]([C:20]3[CH:25]=[CH:24][CH:23]=[CH:22][CH:21]=3)[CH2:16][CH2:15]2)=[O:13])[C@@H:8]([C:26]([O:28][CH3:29])=[O:27])[CH2:7]1)([CH3:4])([CH3:3])[CH3:2]. (4) Given the reactants [CH2:1]([NH:3][CH2:4][CH2:5][C:6]1[CH:11]=[CH:10][C:9]([C:12]2[N:16]=[CH:15][N:14]([C:17]3[CH:22]=[CH:21][C:20]([O:23][C:24]([F:27])([F:26])[F:25])=[CH:19][CH:18]=3)[N:13]=2)=[CH:8][CH:7]=1)[CH3:2].[CH:28]([C:31]1[CH:36]=[CH:35][C:34]([CH3:37])=[CH:33][C:32]=1[N:38]1[C:42](=[O:43])[CH2:41][S:40]/[C:39]/1=[N:44]\[C:45](=O)[O:46]C1C=CC([N+]([O-])=O)=CC=1)([CH3:30])[CH3:29], predict the reaction product. The product is: [CH2:1]([N:3]([CH2:4][CH2:5][C:6]1[CH:7]=[CH:8][C:9]([C:12]2[N:16]=[CH:15][N:14]([C:17]3[CH:22]=[CH:21][C:20]([O:23][C:24]([F:26])([F:25])[F:27])=[CH:19][CH:18]=3)[N:13]=2)=[CH:10][CH:11]=1)[C:45](/[N:44]=[C:39]1\[S:40][CH2:41][C:42](=[O:43])[N:38]\1[C:32]1[CH:33]=[C:34]([CH3:37])[CH:35]=[CH:36][C:31]=1[CH:28]([CH3:29])[CH3:30])=[O:46])[CH3:2]. (5) The product is: [CH2:3]=[CH:2][C:1]#[N:4].[CH2:5]=[CH:6][C:7]1[CH:12]=[CH:11][CH:10]=[CH:9][CH:8]=1. Given the reactants [C:1](#[N:4])[CH:2]=[CH2:3].[CH2:5]=[CH:6][C:7]1[CH:12]=[CH:11][CH:10]=[CH:9][CH:8]=1, predict the reaction product.